From a dataset of NCI-60 drug combinations with 297,098 pairs across 59 cell lines. Regression. Given two drug SMILES strings and cell line genomic features, predict the synergy score measuring deviation from expected non-interaction effect. Drug 1: C1=CC=C(C(=C1)C(C2=CC=C(C=C2)Cl)C(Cl)Cl)Cl. Drug 2: CC(C)CN1C=NC2=C1C3=CC=CC=C3N=C2N. Cell line: SR. Synergy scores: CSS=2.42, Synergy_ZIP=0.110, Synergy_Bliss=-2.96, Synergy_Loewe=-4.35, Synergy_HSA=-4.77.